Dataset: Forward reaction prediction with 1.9M reactions from USPTO patents (1976-2016). Task: Predict the product of the given reaction. The product is: [C:1]([N:4]1[C:13]2[C:8](=[CH:9][C:10]([N:14]3[CH2:19][CH2:18][N:17]([C:20]([O:22][C:23]([CH3:26])([CH3:25])[CH3:24])=[O:21])[CH2:16][CH2:15]3)=[CH:11][CH:12]=2)[C@H:7]([NH:27][C:28]2[CH:33]=[CH:32][C:31]([C:34]([OH:36])=[O:35])=[CH:30][CH:29]=2)[C@@H:6]([CH3:38])[C@@H:5]1[CH3:39])(=[O:3])[CH3:2]. Given the reactants [C:1]([N:4]1[C:13]2[C:8](=[CH:9][C:10]([N:14]3[CH2:19][CH2:18][N:17]([C:20]([O:22][C:23]([CH3:26])([CH3:25])[CH3:24])=[O:21])[CH2:16][CH2:15]3)=[CH:11][CH:12]=2)[C@H:7]([NH:27][C:28]2[CH:33]=[CH:32][C:31]([C:34]([O:36]C)=[O:35])=[CH:30][CH:29]=2)[C@@H:6]([CH3:38])[C@@H:5]1[CH3:39])(=[O:3])[CH3:2].[OH-].[Li+].[OH-].[Na+], predict the reaction product.